This data is from Retrosynthesis with 50K atom-mapped reactions and 10 reaction types from USPTO. The task is: Predict the reactants needed to synthesize the given product. Given the product O=C1CCC(N2C(=O)c3cccc(NCC(=O)NC4CC4)c3C2=O)C(=O)N1, predict the reactants needed to synthesize it. The reactants are: NC1CC1.O=C(O)CNc1cccc2c1C(=O)N(C1CCC(=O)NC1=O)C2=O.